From a dataset of Catalyst prediction with 721,799 reactions and 888 catalyst types from USPTO. Predict which catalyst facilitates the given reaction. (1) Reactant: Br[C:2]1[CH:3]=[C:4]([N:8]2[N:12]=[CH:11][CH:10]=[N+:9]2[O-:13])[CH:5]=[CH:6][CH:7]=1.[NH2:14][C:15]([O:17][C:18]([CH3:21])([CH3:20])[CH3:19])=[O:16].C([O-])([O-])=O.[Cs+].[Cs+].CC1(C)C2C(=C(P(C3C=CC=CC=3)C3C=CC=CC=3)C=CC=2)OC2C(P(C3C=CC=CC=3)C3C=CC=CC=3)=CC=CC1=2. Product: [C:18]([O:17][C:15]([NH:14][C:2]1[CH:3]=[C:4]([N:8]2[N:12]=[CH:11][CH:10]=[N+:9]2[O-:13])[CH:5]=[CH:6][CH:7]=1)=[O:16])([CH3:21])([CH3:20])[CH3:19]. The catalyst class is: 62. (2) Reactant: [CH2:1]1[C:10]2[C:5](=[C:6]([O:11][CH2:12][C:13]([O:15][CH2:16][CH3:17])=[O:14])[CH:7]=[CH:8][CH:9]=2)[CH2:4][CH2:3][NH:2]1.CCN(CC)CC.[CH3:25][S:26](Cl)(=[O:28])=[O:27]. Product: [CH3:25][S:26]([N:2]1[CH2:3][CH2:4][C:5]2[C:10](=[CH:9][CH:8]=[CH:7][C:6]=2[O:11][CH2:12][C:13]([O:15][CH2:16][CH3:17])=[O:14])[CH2:1]1)(=[O:28])=[O:27]. The catalyst class is: 2.